Task: Predict the reactants needed to synthesize the given product.. Dataset: Full USPTO retrosynthesis dataset with 1.9M reactions from patents (1976-2016) (1) Given the product [CH3:37][O:36][C:35]1[C:26]2[S:25][C:24]([NH2:23])=[C:28]([C:29]([N:20]3[CH2:19][CH2:18][CH:17]([N:13]4[CH2:14][CH2:15][CH2:16][CH:11]([C:9]([N:3]5[CH2:4][CH2:5][CH2:6][CH2:7][CH2:8]5)=[O:10])[CH2:12]4)[CH2:22][CH2:21]3)=[O:30])[C:27]=2[CH:32]=[CH:33][CH:34]=1, predict the reactants needed to synthesize it. The reactants are: Cl.Cl.[N:3]1([C:9]([CH:11]2[CH2:16][CH2:15][CH2:14][N:13]([CH:17]3[CH2:22][CH2:21][NH:20][CH2:19][CH2:18]3)[CH2:12]2)=[O:10])[CH2:8][CH2:7][CH2:6][CH2:5][CH2:4]1.[NH2:23][C:24]1[S:25][C:26]2[C:35]([O:36][CH3:37])=[CH:34][CH:33]=[CH:32][C:27]=2[C:28]=1[C:29](O)=[O:30]. (2) Given the product [CH2:1]([CH:3]1[C:9]2[CH:10]=[C:11]3[C:15](=[CH:16][C:8]=2[CH2:7][CH2:6][CH2:5][C:4]1=[O:24])[N:14]([C:17]1[CH:18]=[CH:19][C:20]([F:23])=[CH:21][CH:22]=1)[N:13]=[CH:12]3)[CH3:2], predict the reactants needed to synthesize it. The reactants are: [CH:1](=[C:3]1/[C:4](=[O:24])[CH2:5][CH2:6][CH2:7][C:8]2[CH:16]=[C:15]3[C:11]([CH:12]=[N:13][N:14]3[C:17]3[CH:22]=[CH:21][C:20]([F:23])=[CH:19][CH:18]=3)=[CH:10][C:9]/1=2)\[CH3:2]. (3) Given the product [Cl:30][C:31]1[CH:36]=[CH:35][C:34]([NH:37][C:2]2[N:7]=[C:6]([C:8]3[C:9]([C:17]4[CH:18]=[C:19]([NH:23][C:24](=[O:29])[C:25]([F:27])([F:26])[F:28])[CH:20]=[CH:21][CH:22]=4)=[N:10][N:11]4[CH:16]=[CH:15][CH:14]=[CH:13][C:12]=34)[CH:5]=[CH:4][N:3]=2)=[CH:33][C:32]=1[O:40][CH2:41][CH2:42][Cl:43], predict the reactants needed to synthesize it. The reactants are: Cl[C:2]1[N:7]=[C:6]([C:8]2[C:9]([C:17]3[CH:18]=[C:19]([NH:23][C:24](=[O:29])[C:25]([F:28])([F:27])[F:26])[CH:20]=[CH:21][CH:22]=3)=[N:10][N:11]3[CH:16]=[CH:15][CH:14]=[CH:13][C:12]=23)[CH:5]=[CH:4][N:3]=1.[Cl:30][C:31]1[CH:36]=[CH:35][C:34]([N+:37]([O-])=O)=[CH:33][C:32]=1[O:40][CH2:41][CH2:42][Cl:43]. (4) Given the product [CH2:5]([O:4][CH:3]([O:7][CH2:8][CH3:9])[CH2:2][NH:1][CH2:13][C:14]([F:17])([F:16])[F:15])[CH3:6], predict the reactants needed to synthesize it. The reactants are: [NH2:1][CH2:2][CH:3]([O:7][CH2:8][CH3:9])[O:4][CH2:5][CH3:6].C(O[CH:13](O)[C:14]([F:17])([F:16])[F:15])C.[OH-].[Na+].[BH4-].[Na+]. (5) The reactants are: [CH2:1]([CH:3]([C:6]1[C:7]2[N:8]([C:13](I)=[C:14]([CH3:16])[N:15]=2)[N:9]=[C:10]([CH3:12])[CH:11]=1)[CH2:4][CH3:5])[CH3:2].C([C:21]1[CH:22]=[CH:23][CH:24]=[C:25]2[C:29]=1[N:28]([CH3:30])[C:27](C)=[CH:26]2)(C)C.[C:32]([O-])([O-])=O.[Cs+].[Cs+].N#N. Given the product [CH3:30][N:28]1[C:29]2[C:25](=[CH:24][C:23]([CH3:32])=[CH:22][CH:21]=2)[CH:26]=[C:27]1[C:13]1[N:8]2[N:9]=[C:10]([CH3:12])[CH:11]=[C:6]([CH:3]([CH2:4][CH3:5])[CH2:1][CH3:2])[C:7]2=[N:15][C:14]=1[CH3:16], predict the reactants needed to synthesize it. (6) The reactants are: [CH2:1]([N:8]1[C:12]2=[N:13][C:14]3[C:19]([C:20]([NH2:21])=[C:11]2[CH2:10][CH2:9]1)=[CH:18][C:17]([Br:22])=[CH:16][CH:15]=3)[C:2]1[CH:7]=[CH:6][CH:5]=[CH:4][CH:3]=1.C(N=P1(N(CC)CC)N(C)C=CN1C)(C)(C)C.[CH2:40](Br)[C:41]1[CH:46]=[CH:45][CH:44]=[CH:43][CH:42]=1.O. Given the product [CH2:40]([NH:21][C:20]1[C:19]2[C:14](=[CH:15][CH:16]=[C:17]([Br:22])[CH:18]=2)[N:13]=[C:12]2[N:8]([CH2:1][C:2]3[CH:7]=[CH:6][CH:5]=[CH:4][CH:3]=3)[CH2:9][CH2:10][C:11]=12)[C:41]1[CH:46]=[CH:45][CH:44]=[CH:43][CH:42]=1, predict the reactants needed to synthesize it.